This data is from CYP2D6 inhibition data for predicting drug metabolism from PubChem BioAssay. The task is: Regression/Classification. Given a drug SMILES string, predict its absorption, distribution, metabolism, or excretion properties. Task type varies by dataset: regression for continuous measurements (e.g., permeability, clearance, half-life) or binary classification for categorical outcomes (e.g., BBB penetration, CYP inhibition). Dataset: cyp2d6_veith. The compound is c1cncc(CNc2ncn[nH]2)c1. The result is 0 (non-inhibitor).